Predict the product of the given reaction. From a dataset of Forward reaction prediction with 1.9M reactions from USPTO patents (1976-2016). (1) Given the reactants Cl.Cl.Cl.[NH2:4][CH2:5][CH2:6][N:7]1[CH2:14][CH:13]2[O:15][CH:9]([CH2:10][N:11]([CH2:16][CH2:17][O:18][C:19]3[CH:26]=[CH:25][C:22]([C:23]#[N:24])=[CH:21][CH:20]=3)[CH2:12]2)[CH2:8]1.[CH3:27][C:28]1[C:32]([S:33](Cl)(=[O:35])=[O:34])=[C:31]([CH3:37])[O:30][N:29]=1.C(N(CC)CC)C, predict the reaction product. The product is: [C:23]([C:22]1[CH:21]=[CH:20][C:19]([O:18][CH2:17][CH2:16][N:11]2[CH2:10][CH:9]3[O:15][CH:13]([CH2:14][N:7]([CH2:6][CH2:5][NH:4][S:33]([C:32]4[C:28]([CH3:27])=[N:29][O:30][C:31]=4[CH3:37])(=[O:35])=[O:34])[CH2:8]3)[CH2:12]2)=[CH:26][CH:25]=1)#[N:24]. (2) Given the reactants [OH:1][C:2]1[C:3]2[N:11]=[CH:10][CH:9]=[C:8]([C:12]([NH2:14])=O)[C:4]=2[N:5]=[CH:6][N:7]=1.Cl.[NH2:16][C@@H:17]([C:33]1[CH:38]=[CH:37][C:36]([Cl:39])=[C:35]([C:40]([F:43])([F:42])[F:41])[CH:34]=1)[CH2:18][N:19]([CH3:32])S(C1C=CC([N+]([O-])=O)=CC=1)(=O)=O, predict the reaction product. The product is: [Cl:39][C:36]1[CH:37]=[CH:38][C:33]([C@H:17]([NH:16][C:12]2[C:8]3[CH:9]=[CH:10][N:11]=[C:3]([C:2]([NH2:7])=[O:1])[C:4]=3[N:5]=[CH:6][N:14]=2)[CH2:18][NH:19][CH3:32])=[CH:34][C:35]=1[C:40]([F:41])([F:42])[F:43]. (3) Given the reactants Cl[C:2]1[C:7](Cl)=[N:6][C:5]2=[N:9][O:10][N:11]=[C:4]2[N:3]=1.[CH2:12]([NH2:19])[C:13]1[CH:18]=[CH:17][CH:16]=[CH:15][CH:14]=1.[C:20]([O:24][C:25]([CH3:28])([CH3:27])[CH3:26])(=[O:23])[NH:21][NH2:22], predict the reaction product. The product is: [C:25]([O:24][C:20]([NH:21][NH:22][C:2]1[C:7]([NH:19][CH2:12][C:13]2[CH:18]=[CH:17][CH:16]=[CH:15][CH:14]=2)=[N:6][C:5]2=[N:9][O:10][N:11]=[C:4]2[N:3]=1)=[O:23])([CH3:28])([CH3:27])[CH3:26]. (4) Given the reactants [Cl:1][C:2]1[CH:3]=[C:4]([CH:9]2[CH:13]([CH:14]([O:16][C:17]3[CH:22]=[CH:21][C:20]([C:23]([F:26])([F:25])[F:24])=[CH:19][CH:18]=3)[CH3:15])[CH2:12][N:11]([C:27](Cl)=[O:28])[CH2:10]2)[CH:5]=[CH:6][C:7]=1[Cl:8].CCN(CC)CC.[CH3:37][N:38]([CH3:47])[CH2:39][CH2:40][N:41]1[CH2:46][CH2:45][NH:44][CH2:43][CH2:42]1, predict the reaction product. The product is: [Cl:1][C:2]1[CH:3]=[C:4]([CH:9]2[CH:13]([CH:14]([O:16][C:17]3[CH:22]=[CH:21][C:20]([C:23]([F:26])([F:24])[F:25])=[CH:19][CH:18]=3)[CH3:15])[CH2:12][N:11]([C:27]([N:44]3[CH2:45][CH2:46][N:41]([CH2:40][CH2:39][N:38]([CH3:47])[CH3:37])[CH2:42][CH2:43]3)=[O:28])[CH2:10]2)[CH:5]=[CH:6][C:7]=1[Cl:8]. (5) Given the reactants [CH3:1][Si:2]([CH3:11])([CH3:10])[C:3]1[CH:9]=[CH:8][C:6]([NH2:7])=[CH:5][CH:4]=1.[F:12][C:13]1[C:14]([C:19]2[CH:27]=[CH:26][C:22]([C:23](O)=[O:24])=[CH:21][CH:20]=2)=[N:15][CH:16]=[CH:17][CH:18]=1, predict the reaction product. The product is: [F:12][C:13]1[C:14]([C:19]2[CH:27]=[CH:26][C:22]([C:23]([NH:7][C:6]3[CH:8]=[CH:9][C:3]([Si:2]([CH3:11])([CH3:10])[CH3:1])=[CH:4][CH:5]=3)=[O:24])=[CH:21][CH:20]=2)=[N:15][CH:16]=[CH:17][CH:18]=1.